From a dataset of Forward reaction prediction with 1.9M reactions from USPTO patents (1976-2016). Predict the product of the given reaction. (1) Given the reactants C(OC(C1C(N)=C(NC2C=CC=CC=2OC)N=C(N[C@H]2CCN(C(OC(C)(C)C)=O)C2)[N:7]=1)=O)C.C(OC([N:42]1[CH2:46][CH2:45][C@H:44]([NH:47][C:48]2[N:56]=[C:55]3[C:51]([NH:52][C:53](=[O:65])[N:54]3[C:57]3[CH:62]=[CH:61][CH:60]=[CH:59][C:58]=3[O:63][CH3:64])=[C:50]([C:66]([O:68]CC)=O)[N:49]=2)[CH2:43]1)=O)(C)(C)C, predict the reaction product. The product is: [CH3:64][O:63][C:58]1[CH:59]=[CH:60][CH:61]=[CH:62][C:57]=1[N:54]1[C:53](=[O:65])[NH:52][C:51]2[C:55]1=[N:56][C:48]([NH:47][C@H:44]1[CH2:45][CH2:46][NH:42][CH2:43]1)=[N:49][C:50]=2[C:66]([NH2:7])=[O:68]. (2) The product is: [CH2:1]([O:3][C:4]1[C:12]2[CH2:11][N:10]([C:14]3[CH:15]=[CH:16][C:17]([CH2:20][C:21]([O:23][CH2:24][CH3:25])=[O:22])=[CH:18][CH:19]=3)[C:9](=[O:26])[C:8]=2[C:7]([O:27][CH2:28][CH3:29])=[C:6]2[CH:30]=[CH:31][CH:32]=[CH:33][C:5]=12)[CH3:2]. Given the reactants [CH2:1]([O:3][C:4]1[C:12]2[C:11](=O)[N:10]([C:14]3[CH:19]=[CH:18][C:17]([CH2:20][C:21]([O:23][CH2:24][CH3:25])=[O:22])=[CH:16][CH:15]=3)[C:9](=[O:26])[C:8]=2[C:7]([O:27][CH2:28][CH3:29])=[C:6]2[CH:30]=[CH:31][CH:32]=[CH:33][C:5]=12)[CH3:2].CCOCC, predict the reaction product. (3) The product is: [F:11][C:8]1[CH:9]=[N:10][C:2]([NH:29][CH:26]2[CH2:27][CH2:28][S:23][CH2:24][CH2:25]2)=[C:3]([CH:7]=1)[C:4]([OH:6])=[O:5]. Given the reactants Cl[C:2]1[N:10]=[CH:9][C:8]([F:11])=[CH:7][C:3]=1[C:4]([OH:6])=[O:5].C([O-])([O-])=O.[K+].[K+].CN(C=O)C.[S:23]1[CH2:28][CH2:27][CH:26]([NH2:29])[CH2:25][CH2:24]1, predict the reaction product. (4) Given the reactants [NH2:1][C:2]1[CH:3]=[C:4]([CH:9]=[CH:10][CH:11]=1)[C:5]([NH:7][CH3:8])=[O:6].Cl[C:13]1[C:14]2[C:21]([C:22]([C:24]3[CH:29]=[CH:28][CH:27]=[CH:26][C:25]=3[CH3:30])=[O:23])=[CH:20][NH:19][C:15]=2[N:16]=[CH:17][N:18]=1, predict the reaction product. The product is: [CH3:8][NH:7][C:5](=[O:6])[C:4]1[CH:9]=[CH:10][CH:11]=[C:2]([NH:1][C:13]2[C:14]3[C:21]([C:22](=[O:23])[C:24]4[CH:29]=[CH:28][CH:27]=[CH:26][C:25]=4[CH3:30])=[CH:20][NH:19][C:15]=3[N:16]=[CH:17][N:18]=2)[CH:3]=1. (5) Given the reactants C(OP([CH2:9][C:10]#[N:11])(=O)OCC)C.C[Si]([N-][Si](C)(C)C)(C)C.[Li+].[O:22]1[C:27]2[CH:28]=[CH:29][C:30]([C:32]([C:34]3[CH:39]=[CH:38][CH:37]=[C:36]([O:40][CH3:41])[CH:35]=3)=O)=[CH:31][C:26]=2[O:25][CH2:24][CH2:23]1.O, predict the reaction product. The product is: [O:22]1[C:27]2[CH:28]=[CH:29][C:30]([C:32]([C:34]3[CH:39]=[CH:38][CH:37]=[C:36]([O:40][CH3:41])[CH:35]=3)=[CH:9][C:10]#[N:11])=[CH:31][C:26]=2[O:25][CH2:24][CH2:23]1. (6) The product is: [N+:8]([C:5]1[CH:6]=[CH:7][C:2]([N:11]2[CH:15]=[CH:14][N:13]=[CH:12]2)=[CH:3][CH:4]=1)([O-:10])=[O:9]. Given the reactants F[C:2]1[CH:7]=[CH:6][C:5]([N+:8]([O-:10])=[O:9])=[CH:4][CH:3]=1.[NH:11]1[CH:15]=[CH:14][N:13]=[CH:12]1.C(=O)([O-])[O-].[Na+].[Na+].Cl, predict the reaction product. (7) Given the reactants [CH2:1]([N:3]([CH2:18][CH3:19])[CH2:4][CH2:5][NH:6][C:7]([C:9]1[C:13]([CH3:14])=[C:12]([CH:15]=O)[NH:11][C:10]=1[CH3:17])=[O:8])[CH3:2].[F:20][C:21]1[CH:22]=[C:23]2[C:27](=[CH:28][CH:29]=1)[NH:26][C:25](=[O:30])[CH2:24]2.N1CCCC1, predict the reaction product. The product is: [CH2:1]([N:3]([CH2:18][CH3:19])[CH2:4][CH2:5][NH:6][C:7]([C:9]1[C:13]([CH3:14])=[C:12](/[CH:15]=[C:24]2\[C:25](=[O:30])[NH:26][C:27]3[C:23]\2=[CH:22][C:21]([F:20])=[CH:29][CH:28]=3)[NH:11][C:10]=1[CH3:17])=[O:8])[CH3:2].